From a dataset of Catalyst prediction with 721,799 reactions and 888 catalyst types from USPTO. Predict which catalyst facilitates the given reaction. (1) Reactant: [O-:1][C:2]#[N:3].[K+].[NH2:5][C:6]1[CH:7]=[C:8]([C:12]2[N:13]=[CH:14][N:15]([C:17]([N:19]([CH:21]3[CH2:26][CH2:25][N:24]([C:27]4[CH:32]=[CH:31][C:30]([OH:33])=[CH:29][CH:28]=4)[CH2:23][CH2:22]3)[CH3:20])=[O:18])[CH:16]=2)[CH:9]=[CH:10][CH:11]=1.C([O-])(O)=O.[Na+]. Product: [OH:33][C:30]1[CH:29]=[CH:28][C:27]([N:24]2[CH2:23][CH2:22][CH:21]([N:19]([CH3:20])[C:17]([N:15]3[CH:16]=[C:12]([C:8]4[CH:9]=[CH:10][CH:11]=[C:6]([NH:5][C:2]([NH2:3])=[O:1])[CH:7]=4)[N:13]=[CH:14]3)=[O:18])[CH2:26][CH2:25]2)=[CH:32][CH:31]=1. The catalyst class is: 86. (2) Reactant: [O:1]=[C:2]1[C:10]2([C:14]3=[CH:15][C:16]4[O:20][CH2:19][O:18][C:17]=4[CH:21]=[C:13]3[O:12][CH2:11]2)[C:9]2[C:4](=[CH:5][CH:6]=[CH:7][CH:8]=2)[N:3]1[CH2:22][C:23](O)=O.[F:26][C:27]1[CH:28]=[C:29]([NH2:34])[C:30]([NH2:33])=[CH:31][CH:32]=1. Product: [F:26][C:27]1[CH:32]=[CH:31][C:30]2[NH:33][C:23]([CH2:22][N:3]3[C:4]4[C:9](=[CH:8][CH:7]=[CH:6][CH:5]=4)[C:10]4([C:14]5=[CH:15][C:16]6[O:20][CH2:19][O:18][C:17]=6[CH:21]=[C:13]5[O:12][CH2:11]4)[C:2]3=[O:1])=[N:34][C:29]=2[CH:28]=1. The catalyst class is: 93.